Dataset: NCI-60 drug combinations with 297,098 pairs across 59 cell lines. Task: Regression. Given two drug SMILES strings and cell line genomic features, predict the synergy score measuring deviation from expected non-interaction effect. (1) Drug 1: CCCCC(=O)OCC(=O)C1(CC(C2=C(C1)C(=C3C(=C2O)C(=O)C4=C(C3=O)C=CC=C4OC)O)OC5CC(C(C(O5)C)O)NC(=O)C(F)(F)F)O. Drug 2: CCC1(C2=C(COC1=O)C(=O)N3CC4=CC5=C(C=CC(=C5CN(C)C)O)N=C4C3=C2)O.Cl. Cell line: MALME-3M. Synergy scores: CSS=15.2, Synergy_ZIP=-4.79, Synergy_Bliss=-0.464, Synergy_Loewe=-3.26, Synergy_HSA=1.23. (2) Drug 1: C(=O)(N)NO. Drug 2: COC1=C2C(=CC3=C1OC=C3)C=CC(=O)O2. Cell line: RPMI-8226. Synergy scores: CSS=10.8, Synergy_ZIP=4.87, Synergy_Bliss=0.153, Synergy_Loewe=-6.44, Synergy_HSA=-5.09. (3) Cell line: U251. Drug 2: CC1C(C(CC(O1)OC2CC(CC3=C2C(=C4C(=C3O)C(=O)C5=C(C4=O)C(=CC=C5)OC)O)(C(=O)CO)O)N)O.Cl. Synergy scores: CSS=46.2, Synergy_ZIP=-4.43, Synergy_Bliss=-1.46, Synergy_Loewe=-1.28, Synergy_HSA=2.33. Drug 1: C1C(C(OC1N2C=NC3=C(N=C(N=C32)Cl)N)CO)O.